This data is from Forward reaction prediction with 1.9M reactions from USPTO patents (1976-2016). The task is: Predict the product of the given reaction. Given the reactants [CH3:1][NH:2][NH2:3].C(N(CC)CC)C.[C:11]([O:15][C:16](=[O:19])[CH2:17]Br)([CH3:14])([CH3:13])[CH3:12], predict the reaction product. The product is: [CH3:1][N:2]([CH2:17][C:16]([O:15][C:11]([CH3:14])([CH3:13])[CH3:12])=[O:19])[NH2:3].